Task: Regression. Given a peptide amino acid sequence and an MHC pseudo amino acid sequence, predict their binding affinity value. This is MHC class II binding data.. Dataset: Peptide-MHC class II binding affinity with 134,281 pairs from IEDB (1) The peptide sequence is DEFFECFKYLLIQGH. The binding affinity (normalized) is 0.390. The MHC is DRB1_0802 with pseudo-sequence DRB1_0802. (2) The peptide sequence is LKRLWKMLDPRQGLAHHHHHH. The MHC is DRB5_0101 with pseudo-sequence DRB5_0101. The binding affinity (normalized) is 0.808. (3) The peptide sequence is FKDTSMQKTIPLVAL. The MHC is HLA-DQA10303-DQB10402 with pseudo-sequence HLA-DQA10303-DQB10402. The binding affinity (normalized) is 0.305. (4) The peptide sequence is ALLKNYGLLYCFRKD. The MHC is DRB1_0901 with pseudo-sequence DRB1_0901. The binding affinity (normalized) is 0.398.